From a dataset of Forward reaction prediction with 1.9M reactions from USPTO patents (1976-2016). Predict the product of the given reaction. The product is: [CH3:33][S:30]([C:27]1[CH:26]=[CH:25][C:24]([CH2:23][NH:22][C:20]([C:4]2[C:5](=[O:19])[N:6]([C:9]3[CH:14]=[CH:13][CH:12]=[C:11]([C:15]([F:18])([F:16])[F:17])[CH:10]=3)[C:7]([CH3:8])=[C:2]([C:39]3[O:38][N:37]=[C:34]([CH3:35])[N:36]=3)[CH:3]=2)=[O:21])=[CH:29][CH:28]=1)(=[O:31])=[O:32]. Given the reactants I[C:2]1[CH:3]=[C:4]([C:20]([NH:22][CH2:23][C:24]2[CH:29]=[CH:28][C:27]([S:30]([CH3:33])(=[O:32])=[O:31])=[CH:26][CH:25]=2)=[O:21])[C:5](=[O:19])[N:6]([C:9]2[CH:14]=[CH:13][CH:12]=[C:11]([C:15]([F:18])([F:17])[F:16])[CH:10]=2)[C:7]=1[CH3:8].[C:34](=[N:37][OH:38])([NH2:36])[CH3:35].[CH2:39](N(CC)CC)C, predict the reaction product.